This data is from Forward reaction prediction with 1.9M reactions from USPTO patents (1976-2016). The task is: Predict the product of the given reaction. (1) Given the reactants [OH:1][C:2]1[C:11]2[C:6](=[CH:7][CH:8]=[CH:9][C:10]=2[Cl:12])[N:5]([CH3:13])[C:4](=[O:14])[C:3]=1[C:15]([OH:17])=O.C(Cl)Cl.[CH2:21]([NH:23][C:24]1[CH:29]=[CH:28][CH:27]=[CH:26][CH:25]=1)[CH3:22].S(Cl)(Cl)=O, predict the reaction product. The product is: [CH3:22][CH2:21][N:23]([C:15]([C:3]1[C:4](=[O:14])[N:5]([CH3:13])[C:6]2[CH:7]=[CH:8][CH:9]=[C:10]([Cl:12])[C:11]=2[C:2]=1[OH:1])=[O:17])[C:24]1[CH:25]=[CH:26][CH:27]=[CH:28][CH:29]=1. (2) Given the reactants [Br:1][C:2]1[CH:3]=[C:4]([CH2:8][NH:9][CH3:10])[CH:5]=[N:6][CH:7]=1.[C:11](Cl)(=[O:18])[C:12]1[CH:17]=[CH:16][CH:15]=[CH:14][CH:13]=1, predict the reaction product. The product is: [Br:1][C:2]1[CH:3]=[C:4]([CH2:8][N:9]([CH3:10])[C:11](=[O:18])[C:12]2[CH:17]=[CH:16][CH:15]=[CH:14][CH:13]=2)[CH:5]=[N:6][CH:7]=1. (3) Given the reactants [CH:1]([S:4]([NH2:7])(=[O:6])=[O:5])([CH3:3])[CH3:2].[CH2:8]([O:10][C:11]([C:13]1[O:14][C:15]2[CH:22]=[CH:21][CH:20]=[C:19](OS(C(F)(F)F)(=O)=O)[C:16]=2[C:17]=1[CH3:18])=[O:12])[CH3:9], predict the reaction product. The product is: [CH2:8]([O:10][C:11]([C:13]1[O:14][C:15]2[CH:22]=[CH:21][CH:20]=[C:19]([NH:7][S:4]([CH:1]([CH3:3])[CH3:2])(=[O:6])=[O:5])[C:16]=2[C:17]=1[CH3:18])=[O:12])[CH3:9]. (4) Given the reactants [Cl-].[NH4+].CO.[Cl:5][C:6]1[CH:11]=[C:10]([N+:12]([O-])=O)[CH:9]=[C:8]([Cl:15])[C:7]=1[S:16][C:17]1[CH:24]=[CH:23][C:20]([C:21]#[N:22])=[CH:19][CH:18]=1, predict the reaction product. The product is: [NH2:12][C:10]1[CH:9]=[C:8]([Cl:15])[C:7]([S:16][C:17]2[CH:24]=[CH:23][C:20]([C:21]#[N:22])=[CH:19][CH:18]=2)=[C:6]([Cl:5])[CH:11]=1. (5) Given the reactants [C:1]([C:4]1[CH:5]=[C:6]([CH:9]=[CH:10][CH:11]=1)[C:7]#[N:8])(=[O:3])[CH3:2].CO[CH:14](OC)[N:15]([CH3:17])[CH3:16], predict the reaction product. The product is: [CH3:14][N:15]([CH3:17])/[CH:16]=[CH:2]/[C:1]([C:4]1[CH:5]=[C:6]([CH:9]=[CH:10][CH:11]=1)[C:7]#[N:8])=[O:3].